From a dataset of Full USPTO retrosynthesis dataset with 1.9M reactions from patents (1976-2016). Predict the reactants needed to synthesize the given product. Given the product [F:17][C:16]([F:19])([F:18])[C:13]1[CH:14]=[C:15]2[C:10]([CH2:9][CH2:8][CH2:7][N:6]2[CH2:5][C:4]2[CH:3]=[C:2]([C:28]3[CH:29]=[CH:30][C:25]([CH2:24][OH:23])=[CH:26][CH:27]=3)[CH:22]=[CH:21][CH:20]=2)=[CH:11][CH:12]=1, predict the reactants needed to synthesize it. The reactants are: Br[C:2]1[CH:3]=[C:4]([CH:20]=[CH:21][CH:22]=1)[CH2:5][N:6]1[C:15]2[C:10](=[CH:11][CH:12]=[C:13]([C:16]([F:19])([F:18])[F:17])[CH:14]=2)[CH2:9][CH2:8][CH2:7]1.[OH:23][CH2:24][C:25]1[CH:30]=[CH:29][C:28](B(O)O)=[CH:27][CH:26]=1.C([O-])([O-])=O.[Na+].[Na+].